This data is from Forward reaction prediction with 1.9M reactions from USPTO patents (1976-2016). The task is: Predict the product of the given reaction. (1) Given the reactants [CH2:1]([O:3][CH:4]([C:15]([O:17][CH2:18][C:19]([Cl:22])([Cl:21])[Cl:20])=[O:16])[CH2:5][C:6]1[CH:14]=[CH:13][C:9]([C:10]([OH:12])=[O:11])=[CH:8][CH:7]=1)[CH3:2].O[CH2:24][C:25]1[CH:30]=[CH:29][C:28]([O:31][S:32]([CH3:35])(=[O:34])=[O:33])=[CH:27][CH:26]=1.C(OC(=O)C(OCC)CC1C=CC(OC(=O)CC2N=C(C3C=CC=CC=3)OC=2C)=C(CC2C=CC=CC=2)C=1)C1C=CC=CC=1, predict the reaction product. The product is: [CH3:35][S:32]([O:31][C:28]1[CH:29]=[CH:30][C:25]([CH2:24][O:11][C:10](=[O:12])[C:9]2[CH:13]=[CH:14][C:6]([CH2:5][CH:4]([O:3][CH2:1][CH3:2])[C:15]([O:17][CH2:18][C:19]([Cl:20])([Cl:21])[Cl:22])=[O:16])=[CH:7][CH:8]=2)=[CH:26][CH:27]=1)(=[O:34])=[O:33]. (2) Given the reactants [OH:1][CH2:2][CH:3]1[CH2:6][CH:5]([N:7]2[CH2:12][CH2:11][CH:10]([N:13]3[C:18](=[O:19])[CH2:17][O:16][C@H:15]4[CH2:20][CH2:21][CH2:22][CH2:23][C@H:14]34)[CH2:9][CH2:8]2)[CH2:4]1.[OH-].[K+].I[CH2:27][CH3:28], predict the reaction product. The product is: [CH2:27]([O:1][CH2:2][CH:3]1[CH2:6][CH:5]([N:7]2[CH2:8][CH2:9][CH:10]([N:13]3[C:18](=[O:19])[CH2:17][O:16][C@H:15]4[CH2:20][CH2:21][CH2:22][CH2:23][C@H:14]34)[CH2:11][CH2:12]2)[CH2:4]1)[CH3:28]. (3) Given the reactants [NH2:1][CH:2]([C:7]1[CH:12]=[CH:11][C:10]([O:13][C:14]([F:17])([F:16])[F:15])=[CH:9][CH:8]=1)[C:3](OC)=[O:4].[NH3:18], predict the reaction product. The product is: [NH2:1][CH:2]([C:7]1[CH:12]=[CH:11][C:10]([O:13][C:14]([F:17])([F:16])[F:15])=[CH:9][CH:8]=1)[C:3]([NH2:18])=[O:4]. (4) Given the reactants CC(OI1(OC(C)=O)(OC(C)=O)OC(=O)C2C=CC=CC1=2)=O.O.[CH3:24][O:25][C:26]1[CH:31]=[C:30]([CH3:32])[CH:29]=[CH:28][C:27]=1[CH:33]([OH:36])[CH2:34][CH3:35], predict the reaction product. The product is: [CH3:24][O:25][C:26]1[CH:31]=[C:30]([CH3:32])[CH:29]=[CH:28][C:27]=1[C:33](=[O:36])[CH2:34][CH3:35]. (5) Given the reactants [CH2:1]([NH:8][CH2:9][CH2:10][NH2:11])[C:2]1[CH:7]=[CH:6][CH:5]=[CH:4][CH:3]=1.[S:12](N)(N)(=[O:14])=[O:13], predict the reaction product. The product is: [CH2:1]([N:8]1[CH2:9][CH2:10][NH:11][S:12]1(=[O:14])=[O:13])[C:2]1[CH:7]=[CH:6][CH:5]=[CH:4][CH:3]=1. (6) Given the reactants Cl[C:2]1[N:7]=[C:6]([N:8]([CH3:10])[CH3:9])[C:5]([CH3:11])=[CH:4][N:3]=1.Cl.[N+:13]([C:16]1[CH:17]=[C:18]([CH:30]=[CH:31][CH:32]=1)[CH2:19][NH:20][C:21]([C@H:23]1[CH2:28][CH2:27][C@@H:26]([NH2:29])[CH2:25][CH2:24]1)=[O:22])([O-:15])=[O:14], predict the reaction product. The product is: [N+:13]([C:16]1[CH:17]=[C:18]([CH:30]=[CH:31][CH:32]=1)[CH2:19][NH:20][C:21]([C@H:23]1[CH2:24][CH2:25][C@@H:26]([NH:29][C:2]2[N:7]=[C:6]([N:8]([CH3:10])[CH3:9])[C:5]([CH3:11])=[CH:4][N:3]=2)[CH2:27][CH2:28]1)=[O:22])([O-:15])=[O:14]. (7) Given the reactants [NH2:1][C:2]1[CH:10]=[CH:9][CH:8]=[C:7](Cl)[C:3]=1[C:4]([OH:6])=[O:5].Cl[C:13](OCC)=[O:14].C([Cl:21])(=O)C, predict the reaction product. The product is: [Cl:21][C:8]1[CH:7]=[C:3]2[C:4]([O:6][C:13](=[O:14])[NH:1][C:2]2=[CH:10][CH:9]=1)=[O:5].